This data is from TCR-epitope binding with 47,182 pairs between 192 epitopes and 23,139 TCRs. The task is: Binary Classification. Given a T-cell receptor sequence (or CDR3 region) and an epitope sequence, predict whether binding occurs between them. (1) The TCR CDR3 sequence is CASSENGQGGQYF. The epitope is AVFDRKSDAK. Result: 1 (the TCR binds to the epitope). (2) The epitope is MPASWVMRI. Result: 1 (the TCR binds to the epitope). The TCR CDR3 sequence is CASSEGQGAWETQYF.